Dataset: Full USPTO retrosynthesis dataset with 1.9M reactions from patents (1976-2016). Task: Predict the reactants needed to synthesize the given product. (1) Given the product [F:1][C:2]1[CH:7]=[C:6]([F:8])[CH:5]=[CH:4][C:3]=1[C:9]1[CH:14]=[CH:13][C:12]([S:15]([NH:18][C:19]2[CH:24]=[CH:23][CH:22]=[C:21]([CH:25]([N:28]3[CH2:33][CH2:32][O:31][CH2:30][CH2:29]3)[CH2:27][OH:26])[CH:20]=2)(=[O:17])=[O:16])=[CH:11][CH:10]=1, predict the reactants needed to synthesize it. The reactants are: [F:1][C:2]1[CH:7]=[C:6]([F:8])[CH:5]=[CH:4][C:3]=1[C:9]1[CH:14]=[CH:13][C:12]([S:15]([NH:18][C:19]2[CH:24]=[CH:23][CH:22]=[C:21]([CH:25]3[CH2:27][O:26]3)[CH:20]=2)(=[O:17])=[O:16])=[CH:11][CH:10]=1.[NH:28]1[CH2:33][CH2:32][O:31][CH2:30][CH2:29]1. (2) Given the product [F:12][C:13]1[CH:21]=[C:20]2[C:16]([CH:17]=[CH:18][N:19]2[Si:25]([CH:29]([CH3:31])[CH3:30])([CH:26]([CH3:28])[CH3:27])[CH:22]([CH3:24])[CH3:23])=[CH:15][CH:14]=1, predict the reactants needed to synthesize it. The reactants are: C([Li])CCC.CCCCCC.[F:12][C:13]1[CH:21]=[C:20]2[C:16]([CH:17]=[CH:18][NH:19]2)=[CH:15][CH:14]=1.[CH:22]([Si:25](Cl)([CH:29]([CH3:31])[CH3:30])[CH:26]([CH3:28])[CH3:27])([CH3:24])[CH3:23].